From a dataset of Catalyst prediction with 721,799 reactions and 888 catalyst types from USPTO. Predict which catalyst facilitates the given reaction. (1) Reactant: [CH3:1][C@@H:2]1[NH:13][C:12](=[O:14])[CH2:11][CH2:10][CH:9]=[CH:8][CH2:7][C@@H:6]([CH3:15])[C:5](=[O:16])[O:4][CH2:3]1. Product: [CH3:1][C@@H:2]1[NH:13][C:12](=[O:14])[CH2:11][CH2:10][CH2:9][CH2:8][CH2:7][C@@H:6]([CH3:15])[C:5](=[O:16])[O:4][CH2:3]1. The catalyst class is: 123. (2) Reactant: [NH:1]1[C:9]2[C:4](=[CH:5][C:6]([O:10][CH:11]3[CH2:16][CH2:15][CH2:14][N:13](C(OC(C)(C)C)=O)[CH2:12]3)=[CH:7][CH:8]=2)[CH:3]=[N:2]1.Cl.O1CCOCC1. Product: [NH:13]1[CH2:14][CH2:15][CH2:16][CH:11]([O:10][C:6]2[CH:5]=[C:4]3[C:9](=[CH:8][CH:7]=2)[NH:1][N:2]=[CH:3]3)[CH2:12]1. The catalyst class is: 5. (3) Reactant: [Br:1][C:2]1[CH:7]=[CH:6][CH:5]=[C:4]([Br:8])[C:3]=1[S:9](Cl)(=[O:11])=[O:10].C(=O)([O-])[O-].[K+].[K+].[C:19]([NH2:23])([CH3:22])([CH3:21])[CH3:20].O. Product: [Br:1][C:2]1[CH:7]=[CH:6][CH:5]=[C:4]([Br:8])[C:3]=1[S:9]([NH:23][C:19]([CH3:22])([CH3:21])[CH3:20])(=[O:11])=[O:10]. The catalyst class is: 7. (4) The catalyst class is: 475. Reactant: [NH2:1][C@@H:2]1[CH2:7][CH2:6][N:5]([C:8]2[C:9]([Cl:31])=[C:10]([NH:16][C:17]3[N:22]=[C:21]([NH:23][CH2:24][CH3:25])[C:20]4=[N:26][CH:27]=[C:28]([C:29]#[N:30])[N:19]4[N:18]=3)[CH:11]=[C:12]([C:14]#[N:15])[CH:13]=2)[CH2:4][C@H:3]1[OH:32].[CH:33](OC)(OC)[O:34]C.CC(O)=O.[O:44]1[CH2:47][C:46](=O)[CH2:45]1.[BH3-]C#N.[Na+]. Product: [Cl:31][C:9]1[C:8]([N:5]2[CH2:6][CH2:7][C@H:2]3[N:1]([CH:46]4[CH2:45][O:44][CH2:47]4)[C:33](=[O:34])[O:32][C@@H:3]3[CH2:4]2)=[CH:13][C:12]([C:14]#[N:15])=[CH:11][C:10]=1[NH:16][C:17]1[N:22]=[C:21]([NH:23][CH2:24][CH3:25])[C:20]2=[N:26][CH:27]=[C:28]([C:29]#[N:30])[N:19]2[N:18]=1.